Dataset: Full USPTO retrosynthesis dataset with 1.9M reactions from patents (1976-2016). Task: Predict the reactants needed to synthesize the given product. (1) Given the product [NH2:1][C:4]1[CH:9]=[C:8]([C:10]([F:13])([F:11])[F:12])[N:7]=[CH:6][C:5]=1[OH:14], predict the reactants needed to synthesize it. The reactants are: [N+:1]([C:4]1[CH:9]=[C:8]([C:10]([F:13])([F:12])[F:11])[N:7]=[CH:6][C:5]=1[OH:14])([O-])=O.[H][H]. (2) Given the product [CH3:2][O:3][N:4]([CH3:5])[C:19](=[O:20])[CH:18]([C:23]1[CH:28]=[CH:27][CH:26]=[C:25]([F:29])[CH:24]=1)[CH2:17][C:14]1[CH:13]=[CH:12][C:11]([Cl:10])=[CH:16][CH:15]=1, predict the reactants needed to synthesize it. The reactants are: Cl.[CH3:2][O:3][NH:4][CH3:5].[Cl-].C[Al+]C.[Cl:10][C:11]1[CH:16]=[CH:15][C:14]([CH2:17][CH:18]([C:23]2[CH:28]=[CH:27][CH:26]=[C:25]([F:29])[CH:24]=2)[C:19](OC)=[O:20])=[CH:13][CH:12]=1. (3) Given the product [CH3:1][O:2][C:3]1[CH:12]=[C:11]([C:13]([F:16])([F:15])[F:14])[C:10]([N+:17]([O-:19])=[O:18])=[CH:9][C:4]=1[C:5]([OH:7])=[O:6], predict the reactants needed to synthesize it. The reactants are: [CH3:1][O:2][C:3]1[CH:12]=[C:11]([C:13]([F:16])([F:15])[F:14])[C:10]([N+:17]([O-:19])=[O:18])=[CH:9][C:4]=1[C:5]([O:7]C)=[O:6].[OH-].[Li+].CO.Cl. (4) Given the product [Cl:3][C:4]1[CH:9]=[C:8]([F:1])[N:7]=[C:6]([NH2:11])[CH:5]=1, predict the reactants needed to synthesize it. The reactants are: [F-:1].[Cs+].[Cl:3][C:4]1[CH:9]=[C:8](Cl)[N:7]=[C:6]([NH2:11])[CH:5]=1.CS(C)=O. (5) Given the product [ClH:1].[Cl:1][C:2]1[C:3]([Cl:17])=[CH:4][C:5]2[CH:6]=[C:7]3[CH2:14][NH:13][CH2:12][C@@H:11]([CH3:16])[N:8]3[C:9]=2[CH:10]=1, predict the reactants needed to synthesize it. The reactants are: [Cl:1][C:2]1[C:3]([Cl:17])=[CH:4][C:5]2[CH:6]=[C:7]3[C:14](=O)[NH:13][CH2:12][C@@H:11]([CH3:16])[N:8]3[C:9]=2[CH:10]=1.